From a dataset of Forward reaction prediction with 1.9M reactions from USPTO patents (1976-2016). Predict the product of the given reaction. (1) Given the reactants [Al+3].[Cl-].[Cl-].[Cl-].[H-].[H-].[H-].[H-].[Li+].[Al+3].[Br:11][CH2:12][CH2:13][CH2:14][CH2:15][C:16](=O)[CH2:17][C-:18]1[C:22]([C:23]([CH3:26])([CH3:25])[CH3:24])=[C:21]([C:27]([CH3:30])([CH3:29])[CH3:28])[C:20]([C:31]([CH3:34])([CH3:33])[CH3:32])=[C:19]1[C:35]([CH3:38])([CH3:37])[CH3:36].[CH-:40]1[CH:44]=[CH:43][CH:42]=[CH:41]1.[Fe+2:45].O, predict the reaction product. The product is: [Br:11][CH2:12][CH2:13][CH2:14][CH2:15][CH2:16][CH2:17][C-:18]1[C:19]([C:35]([CH3:36])([CH3:37])[CH3:38])=[C:20]([C:31]([CH3:34])([CH3:33])[CH3:32])[C:21]([C:27]([CH3:30])([CH3:29])[CH3:28])=[C:22]1[C:23]([CH3:26])([CH3:25])[CH3:24].[CH-:40]1[CH:44]=[CH:43][CH:42]=[CH:41]1.[Fe+2:45]. (2) Given the reactants [CH3:1][C:2]1[N:3]([CH2:16][CH2:17][CH2:18][N:19]2[CH2:24][CH2:23][O:22][CH2:21][CH2:20]2)[C:4]([C:10]2[CH:15]=[CH:14][CH:13]=[CH:12][CH:11]=2)=[CH:5][C:6]=1[C:7]([OH:9])=O.[F:25][C:26]([F:35])([F:34])[C:27]1[CH:28]=[C:29]([CH:31]=[CH:32][CH:33]=1)[NH2:30].CCN=C=NCCCN(C)C.Cl.C1C=NC2N(O)N=NC=2C=1.CN1CCOCC1, predict the reaction product. The product is: [F:25][C:26]([F:34])([F:35])[C:27]1[CH:28]=[C:29]([NH:30][C:7]([C:6]2[CH:5]=[C:4]([C:10]3[CH:15]=[CH:14][CH:13]=[CH:12][CH:11]=3)[N:3]([CH2:16][CH2:17][CH2:18][N:19]3[CH2:24][CH2:23][O:22][CH2:21][CH2:20]3)[C:2]=2[CH3:1])=[O:9])[CH:31]=[CH:32][CH:33]=1. (3) Given the reactants [CH2:1]([CH:19]([CH2:21][CH2:22][CH2:23][CH2:24][CH2:25][CH2:26][CH2:27][CH2:28]/[CH:29]=[CH:30]\[CH2:31]/[CH:32]=[CH:33]\[CH2:34][CH2:35][CH2:36][CH2:37]C)[OH:20])[CH2:2][CH2:3][CH2:4][CH2:5][CH2:6][CH2:7][CH2:8]/[CH:9]=[CH:10]\[CH2:11]/[CH:12]=[CH:13]\[CH2:14][CH2:15][CH2:16][CH2:17][CH3:18].N1C=CC=C[CH:40]=1.O=C(Cl)[O:47][C:48](Cl)(Cl)Cl.[CH3:53][N:54]([CH3:60])[CH2:55][CH2:56][NH:57][CH2:58][CH3:59], predict the reaction product. The product is: [CH3:53][N:54]([CH3:60])[CH2:55][CH2:56][N:57]([CH2:58][CH3:59])[C:48](=[O:47])[O:20][CH:19]([CH2:1][CH2:2][CH2:3][CH2:4][CH2:5][CH2:6][CH2:7][CH2:8][CH2:9]/[CH:10]=[CH:11]\[CH2:12]/[CH:13]=[CH:14]\[CH2:15][CH2:16][CH2:17][CH2:18][CH3:40])[CH2:21][CH2:22][CH2:23][CH2:24][CH2:25][CH2:26][CH2:27]/[CH:28]=[CH:29]\[CH2:30]/[CH:31]=[CH:32]\[CH2:33][CH2:34][CH2:35][CH2:36][CH3:37].